This data is from Full USPTO retrosynthesis dataset with 1.9M reactions from patents (1976-2016). The task is: Predict the reactants needed to synthesize the given product. (1) Given the product [CH3:25][N:1]1[CH2:5][CH2:4][CH2:3][C@@H:2]1[C:6]1[S:10][C:9]([C:11]2[NH:15][C:14]3[CH:16]=[CH:17][CH:18]=[C:19]([C:20]([NH2:22])=[O:21])[C:13]=3[N:12]=2)=[CH:8][CH:7]=1, predict the reactants needed to synthesize it. The reactants are: [NH:1]1[CH2:5][CH2:4][CH2:3][C@@H:2]1[C:6]1[S:10][C:9]([C:11]2[NH:15][C:14]3[CH:16]=[CH:17][CH:18]=[C:19]([C:20]([NH2:22])=[O:21])[C:13]=3[N:12]=2)=[CH:8][CH:7]=1.C=O.[C:25]([BH3-])#N.[Na+]. (2) The reactants are: [C:1]([C:3]1[CH:4]=[N:5][CH:6]=[CH:7][CH:8]=1)#[N:2].[CH2:9]([C:11]1[CH:17]=[CH:16][C:14]([NH2:15])=[CH:13][CH:12]=1)[CH3:10].[K+].[Br-]. Given the product [CH2:9]([C:11]1[CH:17]=[CH:16][C:14]([NH:15][C:1]([C:3]2[CH:4]=[N:5][CH:6]=[CH:7][CH:8]=2)=[NH:2])=[CH:13][CH:12]=1)[CH3:10], predict the reactants needed to synthesize it. (3) Given the product [CH3:30][C:31]1[N:32]=[CH:33][C:34]([C:2]2[N:7]=[C:6]3[N:8]([CH2:12][CH2:13][CH2:14][CH2:15][CH2:16][CH2:17][C:18]([O:20][CH2:21][CH3:22])=[O:19])[CH2:9][CH2:10][CH2:11][C:5]3=[N:4][C:3]=2[C:23]2[CH:28]=[CH:27][C:26]([CH3:29])=[CH:25][CH:24]=2)=[CH:35][CH:36]=1, predict the reactants needed to synthesize it. The reactants are: Cl[C:2]1[N:7]=[C:6]2[N:8]([CH2:12][CH2:13][CH2:14][CH2:15][CH2:16][CH2:17][C:18]([O:20][CH2:21][CH3:22])=[O:19])[CH2:9][CH2:10][CH2:11][C:5]2=[N:4][C:3]=1[C:23]1[CH:28]=[CH:27][C:26]([CH3:29])=[CH:25][CH:24]=1.[CH3:30][C:31]1[CH:36]=[CH:35][C:34](B2OC(C)(C)C(C)(C)O2)=[CH:33][N:32]=1.C(=O)([O-])[O-].[Na+].[Na+].N#N. (4) Given the product [C:30]([O:17][NH:16][C:14](=[O:15])[CH2:13][CH:12]([C:6]1[CH:7]=[CH:8][C:9]([O:10][CH3:11])=[C:4]([O:3][CH2:1][CH3:2])[CH:5]=1)[N:18]1[C:26](=[O:27])[C:25]2[C:20](=[CH:21][CH:22]=[CH:23][C:24]=2[CH3:28])[C:19]1=[O:29])(=[O:32])[CH3:31], predict the reactants needed to synthesize it. The reactants are: [CH2:1]([O:3][C:4]1[CH:5]=[C:6]([CH:12]([N:18]2[C:26](=[O:27])[C:25]3[C:20](=[CH:21][CH:22]=[CH:23][C:24]=3[CH3:28])[C:19]2=[O:29])[CH2:13][C:14]([NH:16][OH:17])=[O:15])[CH:7]=[CH:8][C:9]=1[O:10][CH3:11])[CH3:2].[C:30](OC(=O)C)(=[O:32])[CH3:31].